From a dataset of Reaction yield outcomes from USPTO patents with 853,638 reactions. Predict the reaction yield, written as a fraction of the theoretical maximum amount of product (1.0 means a 100% yield; for example, 0.34 means a 34% yield). The reactants are FC(F)(F)C(O)=O.[CH:8]1([NH:11][C:12]([NH:14][C:15]2[CH:20]=[CH:19][C:18]([C:21]3[N:22]=[C:23]([N:31]4[CH2:36][CH2:35][O:34][CH2:33][C@@H:32]4[CH3:37])[C:24]4[CH2:30][CH2:29][NH:28][CH2:27][C:25]=4[N:26]=3)=[CH:17][CH:16]=2)=[O:13])[CH2:10][CH2:9]1.CCN(C(C)C)C(C)C.[CH:47]1([C:50](Cl)=[O:51])[CH2:49][CH2:48]1. The yield is 0.580. The catalyst is C(Cl)Cl. The product is [CH:47]1([C:50]([N:28]2[CH2:29][CH2:30][C:24]3[C:23]([N:31]4[CH2:36][CH2:35][O:34][CH2:33][C@@H:32]4[CH3:37])=[N:22][C:21]([C:18]4[CH:17]=[CH:16][C:15]([NH:14][C:12]([NH:11][CH:8]5[CH2:9][CH2:10]5)=[O:13])=[CH:20][CH:19]=4)=[N:26][C:25]=3[CH2:27]2)=[O:51])[CH2:49][CH2:48]1.